Dataset: Experimentally validated miRNA-target interactions with 360,000+ pairs, plus equal number of negative samples. Task: Binary Classification. Given a miRNA mature sequence and a target amino acid sequence, predict their likelihood of interaction. (1) The miRNA is hsa-miR-524-5p with sequence CUACAAAGGGAAGCACUUUCUC. The protein sequence of the target gene is MSVNSEKSSSSERPEPQQKAPLVPPPPPPPPPPPLPDPAPPEPEEEILGSDDEEQEDPADYCKGGYHPVKIGDLFNGRYHVIRKLGWGHFSTVWLCWDMQGKRFVAMKVVKSAQHYTETALDEIKLLKCVRESDPSDPNKDMVVQLIDDFKISGMNGIHVCMVFEVLGHHLLKWIIKSNYQGLPVRCVKSIIRQVLQGLDYLHSKCKIIHTDIKPENILMCVDDAYVRRMAAEATEWQKAGAPPPSGSAVSTAPQQKPIGKISKNKKKKLKKKQKRQAELLEKRLQEIEELEREAERKIL.... Result: 0 (no interaction). (2) The miRNA is mmu-miR-1912-5p with sequence UGCUCAUUGCAUGGGCUGUGUA. The protein sequence of the target gene is MAQSGGEARPGPKTAVQIRVAIQEAEDVDELEDEEEGAETRGAGDPARYLSPGWGSASEEEPSRGHSGTTASGGENEREDLEQEWKPPDEELIKKLVDQIEFYFSDENLEKDAFLLKHVRRNKLGYVSVKLLTSFKKVKHLTRDWRTTAHALKYSVVLELNEDHRKVRRTTPVPLFPNENLPSKMLLVYDLYLSPKLWALATPQKNGRVQEKVMEHLLKLFGTFGVISSVRILKPGRELPPDIRRISSRYSQVGTQECAIVEFEEVEAAIKAHEFMITESQGKENMKAVLIGMKPPKKKP.... Result: 0 (no interaction). (3) The miRNA is hsa-miR-6792-5p with sequence GUAAGCAGGGGCUCUGGGUGA. The protein sequence of the target gene is MSEDSSALPWSINRDDYELQEVIGSGATAVVQAAYCAPKKERVAIKRINLEKCQTSMDELLKEIQAMSQCHHPNIVSYYTSFVVKDELWLVMKLLSGGSVLDIIKHIVAKGEHKSGVLDEPTIATILREVLEGLEYLHKNGQIHRDVKAGNILLGEDGSVQIADFGVSAFLATGGDITRNKVRKTFVGTPCWMAPEVMEQVRGYDFKADIWSFGITAIELATGAAPYHKYPPMKVLMLTLQNDPPSLETGVQDKEMLKKYGKSFRKMISLCLQKDPEKRPTAAELLRHKFFQKAKNKEFL.... Result: 0 (no interaction). (4) The miRNA is mmu-miR-503-5p with sequence UAGCAGCGGGAACAGUACUGCAG. The protein sequence of the target gene is MTTAILERLSTLSMSGQQLRRLPKILEEGLPKMPCTVPETDVPQLFREPYIHAGYRPTGHEWRYYFFSLFQKHNEVVNVWTHLLAALAVLLRFWAFVEAGALQWASPHTLPLLLFILSSITYLTCSLLAHLLQSKSELSHYTFYFVDYVGVSVYQYGSALAHFFYSSDQAWYELFWIFFLPAAAFCGWLSCAGCCYAKYRYRRPYPVMRKICQVVPAGLAFVLDISPVAHRVALCHLAGCQEQAAWYHTLQILFFLVSAYFFSCPVPEKYFPGSCDIVGHGHQIFHAFLSVCTLSQLEAI.... Result: 0 (no interaction).